Dataset: Peptide-MHC class I binding affinity with 185,985 pairs from IEDB/IMGT. Task: Regression. Given a peptide amino acid sequence and an MHC pseudo amino acid sequence, predict their binding affinity value. This is MHC class I binding data. (1) The peptide sequence is FVNRYGVAY. The MHC is HLA-B27:05 with pseudo-sequence HLA-B27:05. The binding affinity (normalized) is 0.0847. (2) The peptide sequence is RILGAVAKV. The MHC is HLA-A02:01 with pseudo-sequence HLA-A02:01. The binding affinity (normalized) is 0.583. (3) The binding affinity (normalized) is 0. The MHC is H-2-Db with pseudo-sequence H-2-Db. The peptide sequence is VEFAYRFL.